Dataset: Reaction yield outcomes from USPTO patents with 853,638 reactions. Task: Predict the reaction yield, written as a fraction of the theoretical maximum amount of product (1.0 means a 100% yield; for example, 0.34 means a 34% yield). (1) The reactants are [CH2:1]([O:5][C:6]1[C:18]([O:19][CH3:20])=[CH:17][CH:16]=[CH:15][C:7]=1[CH2:8][N:9]([CH3:14])[C:10](=[O:13])[CH:11]=[CH2:12])[CH:2]([CH3:4])[CH3:3].C(N(C(C)C)CC)(C)C.Br[C:31]1[CH:44]=[N:43][C:34]2[NH:35][C:36](=[O:42])[C:37]([CH3:41])([CH3:40])[NH:38][CH2:39][C:33]=2[CH:32]=1.CC1C=CC=CC=1P(C1C=CC=CC=1C)C1C=CC=CC=1C. The catalyst is C(#N)CC.CN(C=O)C.CC([O-])=O.CC([O-])=O.[Pd+2]. The product is [CH3:40][C:37]1([CH3:41])[C:36](=[O:42])[NH:35][C:34]2[N:43]=[CH:44][C:31](/[CH:12]=[CH:11]/[C:10]([N:9]([CH2:8][C:7]3[CH:15]=[CH:16][CH:17]=[C:18]([O:19][CH3:20])[C:6]=3[O:5][CH2:1][CH:2]([CH3:3])[CH3:4])[CH3:14])=[O:13])=[CH:32][C:33]=2[CH2:39][NH:38]1. The yield is 0.320. (2) The reactants are Cl[C:2]1[N:3]=[C:4]([NH:11][C:12]2[CH:16]=[C:15]([C:17]([NH:19][C:20]3[CH:25]=[CH:24][CH:23]=[C:22]([O:26][CH3:27])[CH:21]=3)=[O:18])[NH:14][N:13]=2)[C:5]2[O:10][CH:9]=[CH:8][C:6]=2[N:7]=1.Cl.[NH:29]1[CH2:33][CH2:32][CH2:31][CH:30]1[C:34]1[CH:39]=[CH:38][CH:37]=[CH:36][N:35]=1.CCN(C(C)C)C(C)C. The catalyst is CN1C(=O)CCC1.O. The product is [CH3:27][O:26][C:22]1[CH:21]=[C:20]([NH:19][C:17]([C:15]2[NH:14][N:13]=[C:12]([NH:11][C:4]3[C:5]4[O:10][CH:9]=[CH:8][C:6]=4[N:7]=[C:2]([N:29]4[CH2:33][CH2:32][CH2:31][CH:30]4[C:34]4[CH:39]=[CH:38][CH:37]=[CH:36][N:35]=4)[N:3]=3)[CH:16]=2)=[O:18])[CH:25]=[CH:24][CH:23]=1. The yield is 0.360. (3) The reactants are [I:1]N1C(C)(C)COC1=O.[CH2:10]=[CH:11][C:12]1[CH:17]=[CH:16][CH:15]=[CH:14][CH:13]=1.O.[CH3:19][C:20]([OH:22])=[O:21]. No catalyst specified. The product is [C:20]([O:22][CH:11]([C:12]1[CH:17]=[CH:16][CH:15]=[CH:14][CH:13]=1)[CH2:10][I:1])(=[O:21])[CH3:19]. The yield is 0.940. (4) The reactants are [C:1]([OH:6])(=O)[C@H:2]([CH3:4])[OH:3].O.ON1C2C=CC=CC=2N=N1.Cl.C(N=C=NCCCN(C)C)C.C(N(CC)CC)C.[CH:37]1([CH2:40][N:41]2[C:49]([N:50]3[CH2:55][CH2:54][NH:53][CH2:52][CH2:51]3)=[N:48][C:47]3[C:42]2=[N:43][C:44]([C:62]2[CH:63]=[N:64][C:65]([NH2:68])=[N:66][CH:67]=2)=[N:45][C:46]=3[N:56]2[CH2:61][CH2:60][O:59][CH2:58][CH2:57]2)[CH2:39][CH2:38]1. The catalyst is C(Cl)Cl.CO.CN(C)C=O. The product is [NH2:68][C:65]1[N:64]=[CH:63][C:62]([C:44]2[N:43]=[C:42]3[C:47]([N:48]=[C:49]([N:50]4[CH2:51][CH2:52][N:53]([C:1](=[O:6])[C@@H:2]([OH:3])[CH3:4])[CH2:54][CH2:55]4)[N:41]3[CH2:40][CH:37]3[CH2:38][CH2:39]3)=[C:46]([N:56]3[CH2:61][CH2:60][O:59][CH2:58][CH2:57]3)[N:45]=2)=[CH:67][N:66]=1. The yield is 0.660. (5) The reactants are Br[C:2]1[CH:14]=[C:13]2[C:5]([C:6]3[C:7](=[O:39])[C:8]4[CH:20]=[CH:19][C:18]([O:21][CH2:22][C@@H:23]5[C@@H:27]([CH2:28][O:29][Si:30]([C:33]([CH3:36])([CH3:35])[CH3:34])([CH3:32])[CH3:31])[O:26][C:25]([CH3:38])([CH3:37])[O:24]5)=[CH:17][C:9]=4[C:10]([CH3:16])([CH3:15])[C:11]=3[NH:12]2)=[CH:4][CH:3]=1.[I-:40].[Na+].CN(C)[C@@H]1CCCC[C@H]1N(C)C. The catalyst is O1CCOCC1.[Cu](I)I. The product is [Si:30]([O:29][CH2:28][C@H:27]1[O:26][C:25]([CH3:37])([CH3:38])[O:24][C@@H:23]1[CH2:22][O:21][C:18]1[CH:19]=[CH:20][C:8]2[C:7](=[O:39])[C:6]3[C:5]4[C:13](=[CH:14][C:2]([I:40])=[CH:3][CH:4]=4)[NH:12][C:11]=3[C:10]([CH3:16])([CH3:15])[C:9]=2[CH:17]=1)([C:33]([CH3:34])([CH3:35])[CH3:36])([CH3:31])[CH3:32]. The yield is 0.700. (6) The reactants are [CH2:1]([C:3]1[NH:4][C:5]2[C:10]([CH:11]=1)=[C:9]([O:12][CH3:13])[CH:8]=[CH:7][CH:6]=2)[CH3:2].[H-].[Na+].[CH2:16](Br)[C:17]1[CH:22]=[CH:21][CH:20]=[CH:19][CH:18]=1. The catalyst is CN(C=O)C.O. The product is [CH2:1]([C:3]1[N:4]([CH2:16][C:17]2[CH:22]=[CH:21][CH:20]=[CH:19][CH:18]=2)[C:5]2[C:10]([CH:11]=1)=[C:9]([O:12][CH3:13])[CH:8]=[CH:7][CH:6]=2)[CH3:2]. The yield is 0.490.